This data is from Forward reaction prediction with 1.9M reactions from USPTO patents (1976-2016). The task is: Predict the product of the given reaction. (1) Given the reactants C(O[C:6](=O)[NH:7][C@@H:8]([CH2:28][CH2:29][CH2:30][CH2:31][OH:32])[CH2:9][O:10][Si:11]([C:24]([CH3:27])([CH3:26])[CH3:25])([C:18]1[CH:23]=[CH:22][CH:21]=[CH:20][CH:19]=1)[C:12]1[CH:17]=[CH:16][CH:15]=[CH:14][CH:13]=1)(C)(C)C.Cl.C(=O)[CH2:36][CH:37]([CH3:39])[CH3:38].C(O)(=O)C.C([BH3-])#N.[Na+], predict the reaction product. The product is: [Si:11]([O:10][CH2:9][C@@H:8]([NH:7][CH2:6][CH2:36][CH:37]([CH3:39])[CH3:38])[CH2:28][CH2:29][CH2:30][CH2:31][OH:32])([C:24]([CH3:26])([CH3:27])[CH3:25])([C:12]1[CH:17]=[CH:16][CH:15]=[CH:14][CH:13]=1)[C:18]1[CH:23]=[CH:22][CH:21]=[CH:20][CH:19]=1. (2) Given the reactants [F:1][C:2]1[CH:26]=[CH:25][CH:24]=[CH:23][C:3]=1[O:4][C:5]1[C:13]2[C:8](=[CH:9][CH:10]=[CH:11][CH:12]=2)[N:7](CC2C=CC(OC)=CC=2)[N:6]=1.C(=O)(O)[O-].[Na+], predict the reaction product. The product is: [F:1][C:2]1[CH:26]=[CH:25][CH:24]=[CH:23][C:3]=1[O:4][C:5]1[C:13]2[C:8](=[CH:9][CH:10]=[CH:11][CH:12]=2)[NH:7][N:6]=1. (3) Given the reactants [CH2:1]([O:3][C:4](=[O:15])[CH2:5][CH2:6][C:7]1[CH:12]=[CH:11][N+:10]([O-])=[C:9]([CH3:14])[CH:8]=1)[CH3:2], predict the reaction product. The product is: [C:4]([O:15][CH2:14][C:9]1[CH:8]=[C:7]([CH2:6][CH2:5][C:4]([O:3][CH2:1][CH3:2])=[O:15])[CH:12]=[CH:11][N:10]=1)(=[O:3])[CH3:5].